This data is from Merck oncology drug combination screen with 23,052 pairs across 39 cell lines. The task is: Regression. Given two drug SMILES strings and cell line genomic features, predict the synergy score measuring deviation from expected non-interaction effect. (1) Drug 1: CN(Cc1cnc2nc(N)nc(N)c2n1)c1ccc(C(=O)NC(CCC(=O)O)C(=O)O)cc1. Drug 2: O=C(NOCC(O)CO)c1ccc(F)c(F)c1Nc1ccc(I)cc1F. Cell line: SKOV3. Synergy scores: synergy=-0.229. (2) Drug 1: O=P1(N(CCCl)CCCl)NCCCO1. Drug 2: Cn1nnc2c(C(N)=O)ncn2c1=O. Cell line: UACC62. Synergy scores: synergy=17.8.